Dataset: Reaction yield outcomes from USPTO patents with 853,638 reactions. Task: Predict the reaction yield, written as a fraction of the theoretical maximum amount of product (1.0 means a 100% yield; for example, 0.34 means a 34% yield). (1) The reactants are [CH2:1]([NH:4][C@@H:5]1[CH2:14][CH2:13][C:8]2[N:9]=[C:10]([NH2:12])[S:11][C:7]=2[CH2:6]1)[CH2:2][CH3:3].CC1C=CC(S(O)(=O)=O)=CC=1.O.[OH-].[Na+]. The catalyst is [Cl-].[Na+].O. The product is [CH2:1]([NH:4][C@@H:5]1[CH2:14][CH2:13][C:8]2[N:9]=[C:10]([NH2:12])[S:11][C:7]=2[CH2:6]1)[CH2:2][CH3:3]. The yield is 0.855. (2) The reactants are [Cl:1][C:2]1[CH:18]=[CH:17][C:5]2[CH2:6][CH2:7][N:8](C(=O)C(F)(F)F)[CH2:9][CH2:10][C:4]=2[C:3]=1[N:19]([C:21]1[CH:35]=[CH:34][C:24]2[C:25]([C:28]3[CH:33]=[CH:32][CH:31]=[CH:30][CH:29]=3)=[CH:26][S:27][C:23]=2[CH:22]=1)[CH3:20]. The catalyst is N.CO. The product is [ClH:1].[Cl:1][C:2]1[CH:18]=[CH:17][C:5]2[CH2:6][CH2:7][NH:8][CH2:9][CH2:10][C:4]=2[C:3]=1[N:19]([C:21]1[CH:35]=[CH:34][C:24]2[C:25]([C:28]3[CH:29]=[CH:30][CH:31]=[CH:32][CH:33]=3)=[CH:26][S:27][C:23]=2[CH:22]=1)[CH3:20]. The yield is 0.170. (3) The reactants are C([O:8][N:9]1[C:15](=[O:16])[N:14]2[CH2:17][C@H:10]1[CH2:11][CH2:12][C@H:13]2[C:18]([NH:20][O:21][CH:22]1[CH2:27][N:26]([C:28]([O:30][C:31]([CH3:34])([CH3:33])[CH3:32])=[O:29])[CH2:25][C:24]2[N:35]([CH3:38])[N:36]=[CH:37][C:23]1=2)=[O:19])C1C=CC=CC=1. The catalyst is CO.[Pd]. The product is [OH:8][N:9]1[C:15](=[O:16])[N:14]2[CH2:17][C@H:10]1[CH2:11][CH2:12][C@H:13]2[C:18]([NH:20][O:21][CH:22]1[CH2:27][N:26]([C:28]([O:30][C:31]([CH3:33])([CH3:34])[CH3:32])=[O:29])[CH2:25][C:24]2[N:35]([CH3:38])[N:36]=[CH:37][C:23]1=2)=[O:19]. The yield is 0.940.